Dataset: Forward reaction prediction with 1.9M reactions from USPTO patents (1976-2016). Task: Predict the product of the given reaction. (1) Given the reactants [NH2:1][C:2]1[N:31]=[C:5]2[N:6]([C:21]3[CH:26]=[CH:25][CH:24]=[C:23]([C:27]([F:30])([F:29])[F:28])[CH:22]=3)[C:7]([CH3:20])=[C:8]([C:18]#[N:19])[C@@H:9]([C:10]3[CH:15]=[CH:14][C:13]([C:16]#[N:17])=[CH:12][CH:11]=3)[N:4]2[N:3]=1.C1COCC1.Cl[C:38]([O:40][CH3:41])=[O:39], predict the reaction product. The product is: [C:18]([C:8]1[C@@H:9]([C:10]2[CH:15]=[CH:14][C:13]([C:16]#[N:17])=[CH:12][CH:11]=2)[N:4]2[N:3]=[C:2]([NH:1][C:38](=[O:39])[O:40][CH3:41])[N:31]=[C:5]2[N:6]([C:21]2[CH:26]=[CH:25][CH:24]=[C:23]([C:27]([F:28])([F:30])[F:29])[CH:22]=2)[C:7]=1[CH3:20])#[N:19]. (2) Given the reactants [C:1]([O:5][C:6]([NH:8][C@H:9]([CH2:13][CH2:14][C:15]1[CH:20]=[CH:19][CH:18]=[CH:17][CH:16]=1)[C:10]([OH:12])=O)=[O:7])([CH3:4])([CH3:3])[CH3:2].CCN(C(C)C)C(C)C.Cl.[CH3:31][O:32][C:33]1[CH:34]=[C:35]([C:41]2[C@@H:50]3[C@@H:45]([CH2:46][CH2:47][CH2:48][CH2:49]3)[C:44](=[O:51])[N:43]([CH:52]3[CH2:57][CH2:56][NH:55][CH2:54][CH2:53]3)[N:42]=2)[CH:36]=[CH:37][C:38]=1[O:39][CH3:40].CCOC(C(C#N)=NOC(N1CCOCC1)=[N+](C)C)=O.F[P-](F)(F)(F)(F)F.C(=O)(O)[O-].[Na+], predict the reaction product. The product is: [CH3:31][O:32][C:33]1[CH:34]=[C:35]([C:41]2[C@@H:50]3[C@@H:45]([CH2:46][CH2:47][CH2:48][CH2:49]3)[C:44](=[O:51])[N:43]([CH:52]3[CH2:53][CH2:54][N:55]([C:10](=[O:12])[C@H:9]([NH:8][C:6](=[O:7])[O:5][C:1]([CH3:2])([CH3:3])[CH3:4])[CH2:13][CH2:14][C:15]4[CH:20]=[CH:19][CH:18]=[CH:17][CH:16]=4)[CH2:56][CH2:57]3)[N:42]=2)[CH:36]=[CH:37][C:38]=1[O:39][CH3:40]. (3) The product is: [CH2:44]([S:46]([CH2:2][CH2:3][CH2:4][O:5][C:6]1[CH:7]=[C:8]([C:12]2[S:20][C:19]3[C:14](=[N:15][CH:16]=[CH:17][C:18]=3[O:21][C:22]3[CH:27]=[CH:26][C:25]([NH:28][C:29](=[O:42])[CH2:30][C:31]([NH:33][C:34]4[CH:39]=[CH:38][CH:37]=[CH:36][C:35]=4[O:40][CH3:41])=[O:32])=[CH:24][C:23]=3[F:43])[CH:13]=2)[CH:9]=[CH:10][CH:11]=1)=[O:50])[CH3:45]. Given the reactants Cl[CH2:2][CH2:3][CH2:4][O:5][C:6]1[CH:7]=[C:8]([C:12]2[S:20][C:19]3[C:14](=[N:15][CH:16]=[CH:17][C:18]=3[O:21][C:22]3[CH:27]=[CH:26][C:25]([NH:28][C:29](=[O:42])[CH2:30][C:31]([NH:33][C:34]4[CH:39]=[CH:38][CH:37]=[CH:36][C:35]=4[O:40][CH3:41])=[O:32])=[CH:24][C:23]=3[F:43])[CH:13]=2)[CH:9]=[CH:10][CH:11]=1.[CH2:44]([S-:46])[CH3:45].[Na+].C(OCC)(=[O:50])C.CO.I([O-])(=O)(=O)=O.[Na+], predict the reaction product. (4) Given the reactants [F:1][C:2]1[CH:3]=[C:4]2[C:8](=[CH:9][CH:10]=1)[N:7]([NH:11][C:12]([C:14]1[C:15]([CH3:26])=[N:16][C:17]([C:20]3[CH:25]=[CH:24][CH:23]=[CH:22][N:21]=3)=[N:18][CH:19]=1)=[O:13])[CH:6]=[C:5]2[CH:27]=[O:28].[BH4-].[Na+].Cl, predict the reaction product. The product is: [F:1][C:2]1[CH:3]=[C:4]2[C:8](=[CH:9][CH:10]=1)[N:7]([NH:11][C:12]([C:14]1[C:15]([CH3:26])=[N:16][C:17]([C:20]3[CH:25]=[CH:24][CH:23]=[CH:22][N:21]=3)=[N:18][CH:19]=1)=[O:13])[CH:6]=[C:5]2[CH2:27][OH:28]. (5) Given the reactants [CH2:1]([O:3][C:4]([C:6]1[CH:10]=[CH:9][NH:8][N:7]=1)=[O:5])[CH3:2].Br[CH2:12][CH2:13][O:14][CH:15]1[CH2:20][CH2:19][CH2:18][CH2:17][O:16]1.C(=O)([O-])[O-].[K+].[K+].[I-].[Li+], predict the reaction product. The product is: [CH2:1]([O:3][C:4]([C:6]1[N:7]([CH2:12][CH2:13][O:14][CH:15]2[CH2:20][CH2:19][CH2:18][CH2:17][O:16]2)[N:8]=[CH:9][CH:10]=1)=[O:5])[CH3:2].